From a dataset of Full USPTO retrosynthesis dataset with 1.9M reactions from patents (1976-2016). Predict the reactants needed to synthesize the given product. (1) Given the product [OH:38][C:24]1[CH:25]=[CH:26][C:27]([C:2]2[CH:3]=[CH:4][N:5]3[C:10]([C:11]=2[CH3:12])=[C:9]([CH:13]2[CH2:15][CH2:14]2)[CH:8]=[C:7]([C:16]([O:18][CH3:19])=[O:17])[C:6]3=[O:20])=[CH:28][C:23]=1[O:22][CH3:21], predict the reactants needed to synthesize it. The reactants are: Cl[C:2]1[CH:3]=[CH:4][N:5]2[C:10]([C:11]=1[CH3:12])=[C:9]([CH:13]1[CH2:15][CH2:14]1)[CH:8]=[C:7]([C:16]([O:18][CH3:19])=[O:17])[C:6]2=[O:20].[CH3:21][O:22][C:23]1[CH:28]=[C:27](B2OC(C)(C)C(C)(C)O2)[CH:26]=[CH:25][C:24]=1[OH:38]. (2) Given the product [CH3:36][CH:35]([CH2:38][CH2:39][CH2:40][CH2:41][CH2:42][CH2:43][CH2:44][CH2:45][CH3:46])[CH:34]=[CH:2][CH2:3][C:4]1[CH:5]=[CH:6][CH:7]=[CH:8][CH:9]=1, predict the reactants needed to synthesize it. The reactants are: [Br-].[CH2:2]([P+](C1C=CC=CC=1)(C1C=CC=CC=1)C1C=CC=CC=1)[CH2:3][C:4]1[CH:9]=[CH:8][CH:7]=[CH:6][CH:5]=1.[Li]CCCC.[CH3:34][CH:35]([CH2:38][CH2:39][CH2:40][CH2:41][CH2:42][CH2:43][CH2:44][CH2:45][CH3:46])[CH:36]=O. (3) Given the product [F:35][C:33]([F:34])([F:36])[C:30]1[CH:31]=[CH:32][C:27]([O:26][C:23]2[CH:24]=[CH:25][C:20]([O:19][C:17]([N:13]3[CH2:14][CH2:15][N:10]([CH2:9][CH2:8][CH2:7][C:2]4[CH:3]=[CH:4][CH:5]=[CH:6][N:1]=4)[CH2:11][CH2:12]3)=[O:18])=[CH:21][CH:22]=2)=[N:28][CH:29]=1, predict the reactants needed to synthesize it. The reactants are: [N:1]1[CH:6]=[CH:5][CH:4]=[CH:3][C:2]=1[CH2:7][CH2:8][CH2:9][N:10]1[CH2:15][CH2:14][NH:13][CH2:12][CH2:11]1.Cl[C:17]([O:19][C:20]1[CH:25]=[CH:24][C:23]([O:26][C:27]2[CH:32]=[CH:31][C:30]([C:33]([F:36])([F:35])[F:34])=[CH:29][N:28]=2)=[CH:22][CH:21]=1)=[O:18]. (4) Given the product [F:35][C:36]([F:53])([F:54])[C:37]1[CH:38]=[C:39]([C:47]([CH3:51])([CH3:48])[C:6]([N:7]([C:9]2[CH:10]=[N:11][C:12]([N:16]3[CH2:20][C@H:19]([OH:21])[CH2:18][C@H:17]3[CH2:22][OH:23])=[CH:13][C:14]=2[I:15])[CH3:8])=[O:24])[CH:40]=[C:41]([C:43]([F:44])([F:45])[F:46])[CH:42]=1, predict the reactants needed to synthesize it. The reactants are: C(O[C:6](=[O:24])[N:7]([C:9]1[CH:10]=[N:11][C:12]([N:16]2[CH2:20][C@H:19]([OH:21])[CH2:18][C@H:17]2[CH2:22][OH:23])=[CH:13][C:14]=1[I:15])[CH3:8])(C)(C)C.Cl.C(N(C(C)C)C(C)C)C.[F:35][C:36]([F:54])([F:53])[C:37]1[CH:38]=[C:39]([C:47](C)([CH3:51])[C:48](Cl)=O)[CH:40]=[C:41]([C:43]([F:46])([F:45])[F:44])[CH:42]=1. (5) Given the product [OH:5][C@@H:6]1[C@@:13]([CH3:20])([CH2:14][CH2:15][CH:16]=[C:17]([CH3:18])[CH3:19])[C@@H:12]2[C:21](=[O:22])[C@@:8]([CH2:28][CH:29]=[C:30]([CH3:32])[CH3:31])([C:9]([O:26][CH3:27])=[CH:10][C:11]2=[O:25])[CH2:7]1, predict the reactants needed to synthesize it. The reactants are: CC(C)=O.[OH:5][C@@H:6]1[C@@:13]([CH3:20])([CH2:14][CH2:15][CH:16]=[C:17]([CH3:19])[CH3:18])[C@@H:12]2[C@:21](O)([O:22]C)[C@@:8]([CH2:28][CH:29]=[C:30]([CH3:32])[CH3:31])([C:9]([O:26][CH3:27])=[CH:10][C:11]2=[O:25])[CH2:7]1.C1(C)C=CC(S([O-])(=O)=O)=CC=1.[NH+]1C=CC=CC=1.CCCCCC. (6) Given the product [CH3:5][N:7]1[C:43]([CH2:42][CH2:41][O:38][C:35]2[CH:36]=[CH:37][C:32]([CH:29]3[CH2:30][CH2:31][N:26]([C:23]4[CH:24]=[CH:25][C:20]5[N:21]([C:17]([C:16]([F:15])([F:39])[F:40])=[N:18][N:19]=5)[N:22]=4)[CH2:27][CH2:28]3)=[CH:33][CH:34]=2)=[CH:44][CH:45]=[N:8]1, predict the reactants needed to synthesize it. The reactants are: CC(O[C:5](/[N:7]=[N:8]/C(OC(C)C)=O)=O)C.[F:15][C:16]([F:40])([F:39])[C:17]1[N:21]2[N:22]=[C:23]([N:26]3[CH2:31][CH2:30][CH:29]([C:32]4[CH:37]=[CH:36][C:35]([OH:38])=[CH:34][CH:33]=4)[CH2:28][CH2:27]3)[CH:24]=[CH:25][C:20]2=[N:19][N:18]=1.[C:41]1(P([C:43]2[CH:44]=[CH:45]C=[CH:41][CH:42]=2)[C:43]2[CH:44]=[CH:45]C=[CH:41][CH:42]=2)C=[CH:45][CH:44]=[CH:43][CH:42]=1.